This data is from Full USPTO retrosynthesis dataset with 1.9M reactions from patents (1976-2016). The task is: Predict the reactants needed to synthesize the given product. (1) Given the product [Br:1][C:2]1[CH:3]=[N:4][C:5]2[C:10]([CH:11]=1)=[CH:9][C:8]([CH2:12][C:13]1[N:20]([NH2:21])[C:16]([NH2:18])=[N:15][N:14]=1)=[CH:7][CH:6]=2, predict the reactants needed to synthesize it. The reactants are: [Br:1][C:2]1[CH:3]=[N:4][C:5]2[C:10]([CH:11]=1)=[CH:9][C:8]([CH2:12][C:13]1O[C:16]([NH2:18])=[N:15][N:14]=1)=[CH:7][CH:6]=2.O.[NH2:20][NH2:21]. (2) Given the product [CH3:3][C:4]1([CH3:29])[CH2:13][CH2:12][C:11]([CH3:14])([CH3:15])[C:10]2[CH:9]=[C:8]([Se:16][C:17]#[C:18][C:19]3[CH:20]=[CH:21][C:22]([C:23]([OH:25])=[O:24])=[CH:27][CH:28]=3)[CH:7]=[CH:6][C:5]1=2, predict the reactants needed to synthesize it. The reactants are: [OH-].[Li+].[CH3:3][C:4]1([CH3:29])[CH2:13][CH2:12][C:11]([CH3:15])([CH3:14])[C:10]2[CH:9]=[C:8]([Se:16][C:17]#[C:18][C:19]3[CH:28]=[CH:27][C:22]([C:23]([O:25]C)=[O:24])=[CH:21][CH:20]=3)[CH:7]=[CH:6][C:5]1=2.C(OCC)C.O.Cl. (3) Given the product [CH3:1][C:2]1[CH2:3][C:4]2[C:5]([CH:45]=1)=[CH:6][C:7]1[C:8]([CH2:31][CH2:32][CH2:33][CH2:34][CH2:35][CH2:36][CH2:37][CH2:38][CH2:39][CH2:40][CH2:41][CH2:42][CH2:43][CH3:44])([CH2:17][CH2:18][CH2:19][CH2:20][CH2:21][CH2:22][CH2:23][CH2:24][CH2:25][CH2:26][CH2:27][CH2:28][CH2:29][CH3:30])[C:9]3[C:14]([C:15]=1[CH:16]=2)=[CH:13][CH:12]=[CH:11][CH:10]=3, predict the reactants needed to synthesize it. The reactants are: [CH3:1][CH:2]1[C:45](=O)[C:5]2=[CH:6][C:7]3[C:8]([CH2:31][CH2:32][CH2:33][CH2:34][CH2:35][CH2:36][CH2:37][CH2:38][CH2:39][CH2:40][CH2:41][CH2:42][CH2:43][CH3:44])([CH2:17][CH2:18][CH2:19][CH2:20][CH2:21][CH2:22][CH2:23][CH2:24][CH2:25][CH2:26][CH2:27][CH2:28][CH2:29][CH3:30])[C:9]4[C:14]([C:15]=3[CH:16]=[C:4]2[CH2:3]1)=[CH:13][CH:12]=[CH:11][CH:10]=4.[BH4-].[Na+]. (4) Given the product [O:15]=[C:11]1[N:10]([CH2:9][CH2:8][O:7][C:6]([F:17])([F:5])[F:16])[CH2:14][CH2:13][N:12]1[C:1]([Cl:4])=[O:2], predict the reactants needed to synthesize it. The reactants are: [C:1]([Cl:4])(Cl)=[O:2].[F:5][C:6]([F:17])([F:16])[O:7][CH2:8][CH2:9][N:10]1[CH2:14][CH2:13][NH:12][C:11]1=[O:15].N1C=CC=CC=1. (5) Given the product [F:47][C:2]([F:1])([F:46])[CH2:3][CH2:4][S:5]([O:8][C:9]1[CH:14]=[CH:13][C:12]([N:15]2[C:19]([CH3:20])=[C:18]([C:21]([NH:23][C@H:24]3[CH2:29][CH2:28][CH2:27][CH2:26][C@H:25]3[NH2:30])=[O:22])[N:17]=[C:16]2[C:38]2[CH:43]=[CH:42][C:41]([Cl:44])=[CH:40][C:39]=2[Cl:45])=[CH:11][CH:10]=1)(=[O:7])=[O:6], predict the reactants needed to synthesize it. The reactants are: [F:1][C:2]([F:47])([F:46])[CH2:3][CH2:4][S:5]([O:8][C:9]1[CH:14]=[CH:13][C:12]([N:15]2[C:19]([CH3:20])=[C:18]([C:21]([NH:23][C@H:24]3[CH2:29][CH2:28][CH2:27][CH2:26][C@H:25]3[NH:30]C(OC(C)(C)C)=O)=[O:22])[N:17]=[C:16]2[C:38]2[CH:43]=[CH:42][C:41]([Cl:44])=[CH:40][C:39]=2[Cl:45])=[CH:11][CH:10]=1)(=[O:7])=[O:6].S(Cl)(Cl)=O. (6) Given the product [CH:32]1([N:4]([CH:1]2[CH2:3][CH2:2]2)[C:5]([C:7]2[N:29]([CH2:30][CH3:31])[C:10]3=[N:11][C:12]([NH:19][C:20]4[S:21][C:22]([C:26]([N:36]([CH3:37])[CH3:35])=[O:27])=[C:23]([CH3:25])[N:24]=4)=[C:13]4[N:17]=[CH:16][N:15]([CH3:18])[C:14]4=[C:9]3[CH:8]=2)=[O:6])[CH2:33][CH2:34]1, predict the reactants needed to synthesize it. The reactants are: [CH:1]1([N:4]([CH:32]2[CH2:34][CH2:33]2)[C:5]([C:7]2[N:29]([CH2:30][CH3:31])[C:10]3=[N:11][C:12]([NH:19][C:20]4[S:21][C:22]([C:26](O)=[O:27])=[C:23]([CH3:25])[N:24]=4)=[C:13]4[N:17]=[CH:16][N:15]([CH3:18])[C:14]4=[C:9]3[CH:8]=2)=[O:6])[CH2:3][CH2:2]1.[CH3:35][NH:36][CH3:37].CN(C(ON1N=NC2C=CC=NC1=2)=[N+](C)C)C.F[P-](F)(F)(F)(F)F.N1C(C)=CC=CC=1C. (7) The reactants are: [NH:1]([CH2:8][C:9]([O:11]CC)=O)[CH2:2][C:3]([O:5]CC)=O.[CH2:14]([NH2:17])[CH:15]=[CH2:16]. Given the product [NH:1]([CH2:2][C:3]([NH:17][CH2:14][CH:15]=[CH2:16])=[O:5])[CH2:8][C:9]([NH:17][CH2:14][CH:15]=[CH2:16])=[O:11], predict the reactants needed to synthesize it. (8) Given the product [SH:17][C:3]1[C:2]([NH:1][C:27]([C:23]2[CH:22]=[C:21]3[C:26](=[CH:25][CH:24]=2)[NH:18][CH:19]=[CH:20]3)=[O:28])=[CH:7][CH:6]=[C:5]([C:8]2([C:11]3[CH:16]=[CH:15][CH:14]=[CH:13][CH:12]=3)[CH2:10][CH2:9]2)[N:4]=1, predict the reactants needed to synthesize it. The reactants are: [NH2:1][C:2]1[C:3](=[S:17])[NH:4][C:5]([C:8]2([C:11]3[CH:16]=[CH:15][CH:14]=[CH:13][CH:12]=3)[CH2:10][CH2:9]2)=[CH:6][CH:7]=1.[NH:18]1[C:26]2[C:21](=[CH:22][C:23]([C:27](O)=[O:28])=[CH:24][CH:25]=2)[CH:20]=[CH:19]1.O.N1(O)C2C=CC=CC=2N=N1.Cl.C(N=C=NCCCN(C)C)C. (9) Given the product [O:19]1[CH2:8][CH:12]1[C:13]1[CH:14]=[N:15][CH:16]=[CH:17][CH:18]=1, predict the reactants needed to synthesize it. The reactants are: [H-].[Na+].CS(C)=O.[I-].[CH3:8][S+](C)C.[CH:12](=[O:19])[C:13]1[CH:18]=[CH:17][CH:16]=[N:15][CH:14]=1. (10) Given the product [N+:28]([C:11]1[CH:10]=[CH:9][C:8]([N:31]2[CH2:36][CH2:35][O:34][CH2:33][C:32]2=[O:37])=[CH:27][C:12]=1[O:13][CH2:14][CH2:15][N:16]1[C:24](=[O:25])[C:23]2[C:18](=[CH:19][CH:20]=[CH:21][CH:22]=2)[C:17]1=[O:26])([O-:30])=[O:29], predict the reactants needed to synthesize it. The reactants are: CC(C)([O-])C.[K+].F[C:8]1[CH:9]=[CH:10][C:11]([N+:28]([O-:30])=[O:29])=[C:12]([CH:27]=1)[O:13][CH2:14][CH2:15][N:16]1[C:24](=[O:25])[C:23]2[C:18](=[CH:19][CH:20]=[CH:21][CH:22]=2)[C:17]1=[O:26].[NH:31]1[CH2:36][CH2:35][O:34][CH2:33][C:32]1=[O:37].O.